Dataset: Catalyst prediction with 721,799 reactions and 888 catalyst types from USPTO. Task: Predict which catalyst facilitates the given reaction. (1) Product: [S:1]1[CH:5]=[CH:4][CH:3]=[C:2]1[C:6]([O:8][CH2:16][C:17]([O:19][C:20]([CH3:23])([CH3:22])[CH3:21])=[O:18])=[O:7]. Reactant: [S:1]1[CH:5]=[CH:4][CH:3]=[C:2]1[C:6]([OH:8])=[O:7].C([O-])([O-])=O.[K+].[K+].Br[CH2:16][C:17]([O:19][C:20]([CH3:23])([CH3:22])[CH3:21])=[O:18]. The catalyst class is: 21. (2) Reactant: [Cl:1][C:2]1[CH:3]=[C:4]([N+:10]([O-])=O)[C:5]([C:8]#[N:9])=[N:6][CH:7]=1.CC[OH:15]. Product: [NH2:10][C:4]1[C:5]([C:8]([NH2:9])=[O:15])=[N:6][CH:7]=[C:2]([Cl:1])[CH:3]=1. The catalyst class is: 181. (3) Reactant: [Br:1][C:2]1[CH:9]=[CH:8][C:5]([CH:6]=O)=[CH:4][CH:3]=1.[CH3:10][C:11]([CH3:14])([O-])[CH3:12].[K+].O. Product: [Br:1][C:2]1[CH:9]=[CH:8][C:5](/[CH:6]=[CH:10]/[C:11]2[CH:14]=[CH:9][C:2]([Br:1])=[CH:3][CH:12]=2)=[CH:4][CH:3]=1. The catalyst class is: 3. (4) Reactant: [C:1]([O:5][C@@H:6]([C:12]1[C:13]([CH3:43])=[N:14][C:15]2[N:16]([N:30]=[C:31]([NH:33]C(OCC[Si](C)(C)C)=O)[CH:32]=2)[C:17]=1[C:18]1[C:19]([CH3:29])=[C:20]2[C:25](=[C:26]([F:28])[CH:27]=1)[O:24][CH2:23][CH2:22][CH2:21]2)[C:7]([O:9][CH2:10][CH3:11])=[O:8])([CH3:4])([CH3:3])[CH3:2].CCCC[N+](CCCC)(CCCC)CCCC.[F-]. The catalyst class is: 1. Product: [NH2:33][C:31]1[CH:32]=[C:15]2[N:14]=[C:13]([CH3:43])[C:12]([C@H:6]([O:5][C:1]([CH3:3])([CH3:2])[CH3:4])[C:7]([O:9][CH2:10][CH3:11])=[O:8])=[C:17]([C:18]3[C:19]([CH3:29])=[C:20]4[C:25](=[C:26]([F:28])[CH:27]=3)[O:24][CH2:23][CH2:22][CH2:21]4)[N:16]2[N:30]=1.